Dataset: Catalyst prediction with 721,799 reactions and 888 catalyst types from USPTO. Task: Predict which catalyst facilitates the given reaction. (1) Reactant: [C:1]1([C:7]2[S:8][CH:9]=[C:10]([CH2:12][CH2:13][CH2:14][CH2:15][CH2:16][C:17](OC)=[O:18])[N:11]=2)[CH:6]=[CH:5][CH:4]=[CH:3][CH:2]=1.CC(C[AlH]CC(C)C)C.CO.[C@H](O)(C([O-])=O)[C@@H](O)C([O-])=O.[Na+].[K+]. Product: [C:1]1([C:7]2[S:8][CH:9]=[C:10]([CH2:12][CH2:13][CH2:14][CH2:15][CH2:16][CH:17]=[O:18])[N:11]=2)[CH:2]=[CH:3][CH:4]=[CH:5][CH:6]=1. The catalyst class is: 426. (2) The catalyst class is: 7. Product: [Br:1][C:2]1[C:11]2[C:6](=[CH:7][C:8]([CH2:12][N:22]3[CH2:23][CH2:24][N:19]([CH3:18])[CH2:20][CH2:21]3)=[CH:9][CH:10]=2)[C:5](=[O:14])[N:4]([CH:15]([CH3:17])[CH3:16])[N:3]=1. Reactant: [Br:1][C:2]1[C:11]2[C:6](=[CH:7][C:8]([CH2:12]Br)=[CH:9][CH:10]=2)[C:5](=[O:14])[N:4]([CH:15]([CH3:17])[CH3:16])[N:3]=1.[CH3:18][N:19]1[CH2:24][CH2:23][NH:22][CH2:21][CH2:20]1.